From a dataset of Catalyst prediction with 721,799 reactions and 888 catalyst types from USPTO. Predict which catalyst facilitates the given reaction. (1) Reactant: [Br:1][C:2]1[CH:7]=[CH:6][C:5]([C:8]([F:11])([F:10])[F:9])=[CH:4][C:3]=1[CH:12]([OH:14])[CH3:13].C[N+]1([O-])CCOCC1.CC#N. Product: [Br:1][C:2]1[CH:7]=[CH:6][C:5]([C:8]([F:10])([F:11])[F:9])=[CH:4][C:3]=1[C:12](=[O:14])[CH3:13]. The catalyst class is: 678. (2) Reactant: [C:1]([O:5][C:6](=[O:12])[NH:7][C@H:8]([CH3:11])[CH2:9][OH:10])([CH3:4])([CH3:3])[CH3:2].C(N(CC)CC)C.[S:20](Cl)([CH3:23])(=[O:22])=[O:21]. The catalyst class is: 4. Product: [CH3:23][S:20]([O:10][CH2:9][C@H:8]([NH:7][C:6]([O:5][C:1]([CH3:4])([CH3:2])[CH3:3])=[O:12])[CH3:11])(=[O:22])=[O:21]. (3) Reactant: [Cl:1][C:2]1[CH:18]=[CH:17][C:5]2[C:6](=O)/[C:7](=[CH:12]/N(C)C)/[CH2:8][C:9](=[O:11])[NH:10][C:4]=2[CH:3]=1.[CH3:19][C:20]1[C:25]([NH:26][C:27]([NH2:29])=[NH:28])=[CH:24][CH:23]=[C:22]([NH:30][CH:31]2[CH2:36][CH2:35][N:34]([CH3:37])[CH2:33][CH2:32]2)[N:21]=1.C(=O)([O-])[O-].[K+].[K+].O. Product: [Cl:1][C:2]1[CH:18]=[CH:17][C:5]2[C:6]3[N:29]=[C:27]([NH:26][C:25]4[C:20]([CH3:19])=[N:21][C:22]([NH:30][CH:31]5[CH2:36][CH2:35][N:34]([CH3:37])[CH2:33][CH2:32]5)=[CH:23][CH:24]=4)[N:28]=[CH:12][C:7]=3[CH2:8][C:9](=[O:11])[NH:10][C:4]=2[CH:3]=1. The catalyst class is: 14. (4) Reactant: [F:1][C:2]1[C:3]([CH2:9]O)=[N:4][CH:5]=[CH:6][C:7]=1[CH3:8].P(Br)(Br)[Br:12]. Product: [Br:12][CH2:9][C:3]1[C:2]([F:1])=[C:7]([CH3:8])[CH:6]=[CH:5][N:4]=1. The catalyst class is: 1.